Dataset: Full USPTO retrosynthesis dataset with 1.9M reactions from patents (1976-2016). Task: Predict the reactants needed to synthesize the given product. (1) The reactants are: Br[CH2:2][CH2:3][C:4]1[N:9]=[C:8]([NH:10][C:11]2[CH:12]=[N:13][CH:14]=[CH:15][CH:16]=2)[CH:7]=[C:6]([C:17]2[CH:22]=[CH:21][CH:20]=[C:19]([O:23][CH3:24])[CH:18]=2)[N:5]=1.[NH:25]1[CH2:30][CH2:29][O:28][CH2:27][CH2:26]1.O. Given the product [CH3:24][O:23][C:19]1[CH:18]=[C:17]([C:6]2[N:5]=[C:4]([CH2:3][CH2:2][N:25]3[CH2:30][CH2:29][O:28][CH2:27][CH2:26]3)[N:9]=[C:8]([NH:10][C:11]3[CH:12]=[N:13][CH:14]=[CH:15][CH:16]=3)[CH:7]=2)[CH:22]=[CH:21][CH:20]=1, predict the reactants needed to synthesize it. (2) Given the product [F:1][C:2]1[C:9]([O:10][CH3:11])=[C:8]([N:20]2[CH2:21][CH2:22][C@H:18]([C:15]([OH:14])([CH3:17])[CH3:16])[C@@H:19]2[CH3:23])[C:7]([F:13])=[CH:6][C:3]=1[C:4]#[N:5], predict the reactants needed to synthesize it. The reactants are: [F:1][C:2]1[C:9]([O:10][CH3:11])=[C:8](F)[C:7]([F:13])=[CH:6][C:3]=1[C:4]#[N:5].[OH:14][C:15]([C@H:18]1[CH2:22][CH2:21][NH:20][C@H:19]1[CH3:23])([CH3:17])[CH3:16].C(=O)([O-])[O-].[Li+].[Li+].